Dataset: Forward reaction prediction with 1.9M reactions from USPTO patents (1976-2016). Task: Predict the product of the given reaction. (1) Given the reactants [F:1][C:2]1[CH:3]=[CH:4][C:5]([OH:10])=[C:6]([CH:9]=1)[C:7]#[N:8].C(=O)([O-])[O-].[K+].[K+].Cl[CH2:18][C:19]([NH2:21])=[O:20].O, predict the reaction product. The product is: [C:7]([C:6]1[CH:9]=[C:2]([F:1])[CH:3]=[CH:4][C:5]=1[O:10][CH2:18][C:19]([NH2:21])=[O:20])#[N:8]. (2) Given the reactants [Cl:1][C:2]1[N:7]=[C:6](Cl)[C:5]([NH:9][CH3:10])=[CH:4][N:3]=1.C(=O)([O-])[O-].[K+].[K+].[CH:17]1([NH2:22])[CH2:21][CH2:20][CH2:19][CH2:18]1, predict the reaction product. The product is: [Cl:1][C:2]1[N:7]=[C:6]([NH:22][CH:17]2[CH2:21][CH2:20][CH2:19][CH2:18]2)[C:5]([NH:9][CH3:10])=[CH:4][N:3]=1. (3) Given the reactants [Br:1][C:2]1[CH:3]=[CH:4][C:5](F)=[C:6]([C:8]([C:10]2[NH:11][CH:12]=[CH:13][CH:14]=2)=O)[CH:7]=1.O.[NH2:17][NH2:18], predict the reaction product. The product is: [Br:1][C:2]1[CH:7]=[C:6]2[C:5](=[CH:4][CH:3]=1)[NH:18][N:17]=[C:8]2[C:10]1[NH:11][CH:12]=[CH:13][CH:14]=1. (4) Given the reactants [NH:1]1[CH2:6][CH2:5][CH2:4][C@@H:3]([NH:7][C:8]([C:10]2[S:11][CH:12]=[CH:13][CH:14]=2)=[O:9])[CH2:2]1.[C:15]([N:20]1[CH2:25][CH2:24][C:23](=O)[CH2:22][CH2:21]1)([O:17][CH2:18][CH3:19])=[O:16].[N-]=C=O, predict the reaction product. The product is: [S:11]1[CH:12]=[CH:13][CH:14]=[C:10]1[C:8]([NH:7][C@@H:3]1[CH2:4][CH2:5][CH2:6][N:1]([CH:23]2[CH2:24][CH2:25][N:20]([C:15]([O:17][CH2:18][CH3:19])=[O:16])[CH2:21][CH2:22]2)[CH2:2]1)=[O:9]. (5) Given the reactants [F:1][C:2]1[CH:10]=[C:9]([I:11])[CH:8]=[CH:7][C:3]=1[C:4]([OH:6])=O.[CH:12]1([C:15]2[C:16]([N:24]3[CH2:29][CH2:28][NH:27][CH2:26][CH2:25]3)=[N:17][CH:18]=[C:19]([CH:21]3[CH2:23][CH2:22]3)[CH:20]=2)[CH2:14][CH2:13]1, predict the reaction product. The product is: [CH:12]1([C:15]2[C:16]([N:24]3[CH2:25][CH2:26][N:27]([C:4]([C:3]4[CH:7]=[CH:8][C:9]([I:11])=[CH:10][C:2]=4[F:1])=[O:6])[CH2:28][CH2:29]3)=[N:17][CH:18]=[C:19]([CH:21]3[CH2:23][CH2:22]3)[CH:20]=2)[CH2:13][CH2:14]1. (6) Given the reactants CC(C)([O-])C.[K+].[CH:7]([C:10]1[NH:14][N:13]=[C:12]([C:15]([NH2:17])=[O:16])[C:11]=1[NH:18][C:19](=O)[CH2:20][C@@H:21]1[CH2:26][CH2:25][CH2:24][CH2:23][C@H:22]1[N:27]=[N+:28]=[N-:29])([CH3:9])[CH3:8], predict the reaction product. The product is: [N:27]([C@@H:22]1[CH2:23][CH2:24][CH2:25][CH2:26][C@H:21]1[CH2:20][C:19]1[NH:17][C:15](=[O:16])[C:12]2[NH:13][N:14]=[C:10]([CH:7]([CH3:9])[CH3:8])[C:11]=2[N:18]=1)=[N+:28]=[N-:29]. (7) Given the reactants [F:1][C:2]([F:12])([F:11])[O:3][C:4]1[C:5]([NH2:10])=[N:6][CH:7]=[CH:8][CH:9]=1.[Br:13]N1C(=O)CCC1=O, predict the reaction product. The product is: [Br:13][C:8]1[CH:9]=[C:4]([O:3][C:2]([F:1])([F:11])[F:12])[C:5]([NH2:10])=[N:6][CH:7]=1. (8) The product is: [CH3:60][N:61]([CH2:63][C:26]1[CH:25]=[C:24]([C:3]2[CH:4]=[CH:5][C:6]([CH2:8][NH:9][CH:10]=[C:11]3[C:20]4[C:15](=[CH:16][CH:17]=[C:18]([I:21])[CH:19]=4)[C:14](=[O:22])[NH:13][C:12]3=[O:23])=[CH:7][C:2]=2[OH:1])[CH:29]=[CH:28][CH:27]=1)[CH3:62]. Given the reactants [OH:1][C:2]1[CH:7]=[C:6]([CH2:8][NH:9][CH:10]=[C:11]2[C:20]3[C:15](=[CH:16][CH:17]=[C:18]([I:21])[CH:19]=3)[C:14](=[O:22])[NH:13][C:12]2=[O:23])[CH:5]=[CH:4][C:3]=1[C:24]1[CH:29]=[CH:28][CH:27]=[CH:26][CH:25]=1.IC1C=C2C(=CC=1)C(=O)NC(=O)C2=COC.NCC1C=C(O)C(C2C=CC=C([CH2:60][N:61]([CH3:63])[CH3:62])C=2)=CC=1, predict the reaction product.